From a dataset of NCI-60 drug combinations with 297,098 pairs across 59 cell lines. Regression. Given two drug SMILES strings and cell line genomic features, predict the synergy score measuring deviation from expected non-interaction effect. Drug 1: C(=O)(N)NO. Drug 2: C1=CC=C(C(=C1)C(C2=CC=C(C=C2)Cl)C(Cl)Cl)Cl. Cell line: SW-620. Synergy scores: CSS=-8.68, Synergy_ZIP=12.6, Synergy_Bliss=19.0, Synergy_Loewe=-2.65, Synergy_HSA=0.562.